From a dataset of Forward reaction prediction with 1.9M reactions from USPTO patents (1976-2016). Predict the product of the given reaction. (1) Given the reactants [F:1][C:2]1[CH:7]=[CH:6][CH:5]=[CH:4][C:3]=1[C:8]1[NH:12][CH:11]=[C:10]([C:13]#N)[CH:9]=1.C1C[O:18]CC1.C(O)(=O)C, predict the reaction product. The product is: [F:1][C:2]1[CH:7]=[CH:6][CH:5]=[CH:4][C:3]=1[C:8]1[NH:12][CH:11]=[C:10]([CH:13]=[O:18])[CH:9]=1. (2) Given the reactants [CH3:1][N:2]([CH3:6])[CH2:3][CH2:4][NH2:5].[F:7][C:8]1[CH:13]=[CH:12][C:11]([C:14]([C:16]2[C:25]([N+:26]([O-])=O)=[C:24]3[C:19]([CH:20]=[CH:21][CH:22]=[N:23]3)=[CH:18][CH:17]=2)=O)=[CH:10][CH:9]=1.CCOC(C)=O.[Cl-].[Na+].O, predict the reaction product. The product is: [NH2:26][C:25]1[C:16](/[C:14](=[N:5]/[CH2:4][CH2:3][N:2]([CH3:6])[CH3:1])/[C:11]2[CH:10]=[CH:9][C:8]([F:7])=[CH:13][CH:12]=2)=[CH:17][CH:18]=[C:19]2[C:24]=1[N:23]=[CH:22][CH:21]=[CH:20]2. (3) Given the reactants [F:1][C:2]1[CH:3]=[C:4]([C:10]2[C:11]([C:17]3[CH:22]=[CH:21][C:20]([O:23][CH3:24])=[CH:19][CH:18]=3)=[CH:12][C:13](=[O:16])[NH:14][N:15]=2)[CH:5]=[CH:6][C:7]=1[O:8][CH3:9].[Cl:25][C:26]1[CH:35]=[CH:34][C:29]([CH:30]=[CH:31][CH2:32]Cl)=[CH:28][CH:27]=1, predict the reaction product. The product is: [Cl:25][C:26]1[CH:35]=[CH:34][C:29]([CH:30]=[CH:31][CH2:32][N:14]2[C:13](=[O:16])[CH:12]=[C:11]([C:17]3[CH:18]=[CH:19][C:20]([O:23][CH3:24])=[CH:21][CH:22]=3)[C:10]([C:4]3[CH:5]=[CH:6][C:7]([O:8][CH3:9])=[C:2]([F:1])[CH:3]=3)=[N:15]2)=[CH:28][CH:27]=1. (4) Given the reactants FC(F)(F)S(O[C:7]1[CH2:12][CH2:11][CH:10]([O:13][CH2:14][CH:15]2[CH2:20][CH2:19][N:18]([C:21]([O:23][CH2:24][C:25]3[CH:30]=[CH:29][CH:28]=[CH:27][CH:26]=3)=[O:22])[CH2:17][CH2:16]2)[CH2:9][CH:8]=1)(=O)=O.[CH3:33][S:34]([C:37]1[CH:42]=[CH:41][C:40](B(O)O)=[CH:39][CH:38]=1)(=[O:36])=[O:35].C(=O)([O-])[O-].[Na+].[Na+], predict the reaction product. The product is: [CH3:33][S:34]([C:37]1[CH:42]=[CH:41][C:40]([C:7]2[CH2:12][CH2:11][CH:10]([O:13][CH2:14][CH:15]3[CH2:16][CH2:17][N:18]([C:21]([O:23][CH2:24][C:25]4[CH:30]=[CH:29][CH:28]=[CH:27][CH:26]=4)=[O:22])[CH2:19][CH2:20]3)[CH2:9][CH:8]=2)=[CH:39][CH:38]=1)(=[O:36])=[O:35]. (5) Given the reactants Cl[C:2]1[CH:3]=[CH:4][C:5]([N+:9]([O-:11])=[O:10])=[C:6]([CH:8]=1)[NH2:7].[CH2:12]([N:14]1[CH2:19][CH2:18][NH:17][CH2:16][CH2:15]1)[CH3:13].C(=O)([O-])[O-].[K+].[K+], predict the reaction product. The product is: [CH2:12]([N:14]1[CH2:19][CH2:18][N:17]([C:2]2[CH:3]=[CH:4][C:5]([N+:9]([O-:11])=[O:10])=[C:6]([NH2:7])[CH:8]=2)[CH2:16][CH2:15]1)[CH3:13]. (6) Given the reactants [Cl:1][C:2]1[CH:3]=[CH:4][C:5]([C:23]#[N:24])=[C:6]([C:8]2[C:13]([O:14][CH3:15])=[CH:12][N:11]([CH:16]([CH2:20][CH3:21])[C:17](O)=[O:18])[C:10](=[O:22])[CH:9]=2)[CH:7]=1.[NH2:25][C:26]1[CH:27]=[C:28]2[C:32](=[CH:33][CH:34]=1)[NH:31][C:30]([C:35]([O:37][CH2:38][CH3:39])=[O:36])=[CH:29]2, predict the reaction product. The product is: [Cl:1][C:2]1[CH:3]=[CH:4][C:5]([C:23]#[N:24])=[C:6]([C:8]2[C:13]([O:14][CH3:15])=[CH:12][N:11]([CH:16]([CH2:20][CH3:21])[C:17]([NH:25][C:26]3[CH:27]=[C:28]4[C:32](=[CH:33][CH:34]=3)[NH:31][C:30]([C:35]([O:37][CH2:38][CH3:39])=[O:36])=[CH:29]4)=[O:18])[C:10](=[O:22])[CH:9]=2)[CH:7]=1. (7) The product is: [C:29]([N:18]1[C:17](=[O:33])[C:16]([NH:15][CH2:14][CH2:13][CH2:12][O:11][C:37]2[CH:39]=[CH:40][CH:41]=[C:34]([OH:35])[CH:36]=2)=[C:20]([C:21]2[CH:26]=[CH:25][CH:24]=[CH:23][CH:22]=2)[S:19]1(=[O:28])=[O:27])([CH3:31])([CH3:32])[CH3:30]. Given the reactants CC1C=CC(S([O:11][CH2:12][CH2:13][CH2:14][NH:15][C:16]2[C:17](=[O:33])[N:18]([C:29]([CH3:32])([CH3:31])[CH3:30])[S:19](=[O:28])(=[O:27])[C:20]=2[C:21]2[CH:26]=[CH:25][CH:24]=[CH:23][CH:22]=2)(=O)=O)=CC=1.[C:34]1([CH:41]=[CH:40][CH:39]=[C:37](O)[CH:36]=1)[OH:35].C([O-])([O-])=O.[K+].[K+], predict the reaction product. (8) Given the reactants [OH:1][C:2]1[C:3]2[N:4]([C:8]([C:11]3[C:16]([C:17]#[N:18])=[CH:15][N:14]=[C:13]([S:19][CH3:20])[N:12]=3)=[CH:9][N:10]=2)[CH:5]=[CH:6][CH:7]=1.C(=O)([O-])[O-].[K+].[K+].CC1C=CC(S(O[CH2:38][F:39])(=O)=O)=CC=1.C(=O)([O-])O.[Na+], predict the reaction product. The product is: [F:39][CH2:38][O:1][C:2]1[C:3]2[N:4]([C:8]([C:11]3[C:16]([C:17]#[N:18])=[CH:15][N:14]=[C:13]([S:19][CH3:20])[N:12]=3)=[CH:9][N:10]=2)[CH:5]=[CH:6][CH:7]=1. (9) Given the reactants [CH3:1][O:2][C:3](=[O:32])[CH2:4][C:5]1[CH:10]=[CH:9][C:8]([CH2:11][NH:12][CH2:13][CH2:14][CH2:15][N:16]2[C:24](=[O:25])[NH:23][C:22]3[C:17]2=[N:18][C:19]([O:27][CH2:28][CH2:29][CH2:30][CH3:31])=[N:20][C:21]=3[NH2:26])=[CH:7][CH:6]=1.Cl.[CH3:34][N:35]([CH3:40])[CH2:36][C:37](Cl)=[O:38].C(N(CC)CC)C, predict the reaction product. The product is: [CH3:1][O:2][C:3](=[O:32])[CH2:4][C:5]1[CH:10]=[CH:9][C:8]([CH2:11][N:12]([CH2:13][CH2:14][CH2:15][N:16]2[C:24](=[O:25])[NH:23][C:22]3[C:17]2=[N:18][C:19]([O:27][CH2:28][CH2:29][CH2:30][CH3:31])=[N:20][C:21]=3[NH2:26])[C:37](=[O:38])[CH2:36][N:35]([CH3:40])[CH3:34])=[CH:7][CH:6]=1. (10) Given the reactants [NH2:1][C:2]1[CH:3]=[CH:4][C:5]2[S:9][C:8]([C:10]3[CH:15]=[CH:14][N:13]=[C:12]([NH:16][CH2:17][CH2:18][N:19]4[C:23]([CH3:25])([CH3:24])[C:22](=[O:26])[NH:21][C:20]4=[O:27])[N:11]=3)=[CH:7][C:6]=2[CH:28]=1.[CH:29](=O)[C:30]1[CH:35]=[CH:34][N:33]=[CH:32][CH:31]=1.C(O[BH-](OC(=O)C)OC(=O)C)(=O)C.[Na+], predict the reaction product. The product is: [CH3:24][C:23]1([CH3:25])[N:19]([CH2:18][CH2:17][NH:16][C:12]2[N:11]=[C:10]([C:8]3[S:9][C:5]4[CH:4]=[CH:3][C:2]([NH:1][CH2:29][C:30]5[CH:35]=[CH:34][N:33]=[CH:32][CH:31]=5)=[CH:28][C:6]=4[CH:7]=3)[CH:15]=[CH:14][N:13]=2)[C:20](=[O:27])[NH:21][C:22]1=[O:26].